This data is from Catalyst prediction with 721,799 reactions and 888 catalyst types from USPTO. The task is: Predict which catalyst facilitates the given reaction. (1) Reactant: [NH2:1][C:2]1[CH:7]=[CH:6][C:5]([N:8]([CH3:17])[C@@H:9]2[CH2:13][CH2:12][N:11]([C:14](=[O:16])[CH3:15])[CH2:10]2)=[CH:4][CH:3]=1.[NH2:18][C:19]1[CH:20]=[C:21]([CH:46]=[CH:47][CH:48]=1)[O:22][C:23]1[C:24]2C=CN[C:25]=2[N:26]=[C:27](NC2C=C(F)C(OCCOC)=C(F)C=2)[N:28]=1.[C:49]([O-:52])([O-])=O.[K+].[K+].[CH:55]1(P(C2CCCCC2)C2C=CC=CC=2C2C(C(C)C)=CC(C(C)C)=CC=2C(C)C)[CH2:60]CCC[CH2:56]1.CC([OH:93])(C)C. Product: [C:14]([N:11]1[CH2:12][CH2:13][C@@H:9]([N:8]([CH3:17])[C:5]2[CH:4]=[CH:3][C:2]([NH:1][C:27]3[N:28]=[C:23]([O:22][C:21]4[CH:20]=[C:19]([NH:18][C:56](=[O:93])[CH:55]=[CH2:60])[CH:48]=[CH:47][CH:46]=4)[C:24]([O:52][CH3:49])=[CH:25][N:26]=3)=[CH:7][CH:6]=2)[CH2:10]1)(=[O:16])[CH3:15]. The catalyst class is: 110. (2) Reactant: P(Cl)(Cl)(Cl)(Cl)Cl.[CH3:7][N:8]1[CH2:13]N(C)CN(C)[CH2:9]1.[F:16][C:17]1[CH:39]=[CH:38][CH:37]=[C:36]([F:40])[C:18]=1[C:19]([NH:21][C:22]([NH:24][C:25]1[CH:30]=[CH:29][C:28]([S:31][CH:32]([F:34])[F:33])=[CH:27][C:26]=1[F:35])=[O:23])=[O:20].C(N(CC)CC)C.[OH-].[Na+]. Product: [F:16][C:17]1[CH:39]=[CH:38][CH:37]=[C:36]([F:40])[C:18]=1[C:19]([N:21]1[CH2:9][N:8]([CH3:13])[CH2:7][N:24]([C:25]2[CH:30]=[CH:29][C:28]([S:31][CH:32]([F:33])[F:34])=[CH:27][C:26]=2[F:35])[C:22]1=[O:23])=[O:20]. The catalyst class is: 4. (3) Reactant: C([O:3][C:4]([C:6]1[O:7][C:8]2[CH:15]=[CH:14][C:13]([Cl:16])=[C:12]([O:17][CH:18]([CH3:20])[CH3:19])[C:9]=2[C:10]=1[CH3:11])=[O:5])C.[Li+].[OH-]. Product: [Cl:16][C:13]1[CH:14]=[CH:15][C:8]2[O:7][C:6]([C:4]([OH:5])=[O:3])=[C:10]([CH3:11])[C:9]=2[C:12]=1[O:17][CH:18]([CH3:20])[CH3:19]. The catalyst class is: 1. (4) Reactant: [CH3:1][O:2][C:3](=[O:15])[C:4]1[CH:9]=[C:8]([OH:10])[CH:7]=[C:6]([O:11][CH2:12][CH:13]=[CH2:14])[CH:5]=1.CI.[C:18]([O-])([O-])=O.[K+].[K+]. Product: [CH3:1][O:2][C:3](=[O:15])[C:4]1[CH:9]=[C:8]([O:10][CH3:18])[CH:7]=[C:6]([O:11][CH2:12][CH:13]=[CH2:14])[CH:5]=1. The catalyst class is: 3. (5) Reactant: [C:1]([O:5][C:6]([N:8]([CH2:10][C:11]1[CH:12]=[CH:13][C:14]([NH:17][C:18]2[S:19][C:20]([S:23][C:24]3[CH:29]=[CH:28][N:27]=[C:26]([C:30](O)=[O:31])[C:25]=3[F:33])=[CH:21][N:22]=2)=[N:15][CH:16]=1)[CH3:9])=[O:7])([CH3:4])([CH3:3])[CH3:2].C1C=CC2N(O)N=NC=2C=1.CCN=C=NCCCN(C)C.[NH2:55][CH2:56][C:57]1([C:66]2[CH:71]=[CH:70][CH:69]=[CH:68][CH:67]=2)[CH2:62][CH2:61][N:60]([CH2:63][CH2:64][OH:65])[CH2:59][CH2:58]1.C(N(C(C)C)CC)(C)C. Product: [F:33][C:25]1[C:26]([C:30](=[O:31])[NH:55][CH2:56][C:57]2([C:66]3[CH:67]=[CH:68][CH:69]=[CH:70][CH:71]=3)[CH2:58][CH2:59][N:60]([CH2:63][CH2:64][OH:65])[CH2:61][CH2:62]2)=[N:27][CH:28]=[CH:29][C:24]=1[S:23][C:20]1[S:19][C:18]([NH:17][C:14]2[N:15]=[CH:16][C:11]([CH2:10][N:8]([CH3:9])[C:6](=[O:7])[O:5][C:1]([CH3:2])([CH3:3])[CH3:4])=[CH:12][CH:13]=2)=[N:22][CH:21]=1. The catalyst class is: 179. (6) Reactant: O=C1C2C(=CC=CC=2)C(=O)[N:3]1[CH2:12][CH2:13][C:14]1([NH:17][C:18](=[O:24])[O:19][C:20]([CH3:23])([CH3:22])[CH3:21])[CH2:16][CH2:15]1.O.NN. Product: [NH2:3][CH2:12][CH2:13][C:14]1([NH:17][C:18](=[O:24])[O:19][C:20]([CH3:22])([CH3:21])[CH3:23])[CH2:15][CH2:16]1. The catalyst class is: 8. (7) Reactant: Br[C:2]1[CH:9]=[CH:8][C:5]([C:6]#[N:7])=[C:4]([F:10])[CH:3]=1.[CH3:11][O:12][C:13]1[CH:14]=[C:15](B(O)O)[CH:16]=[CH:17][C:18]=1[O:19][CH3:20].C(=O)([O-])[O-].[Na+].[Na+]. Product: [CH3:11][O:12][C:13]1[CH:14]=[C:15]([C:2]2[CH:9]=[CH:8][C:5]([C:6]#[N:7])=[C:4]([F:10])[CH:3]=2)[CH:16]=[CH:17][C:18]=1[O:19][CH3:20]. The catalyst class is: 235.